This data is from Rat liver microsome stability data. The task is: Regression/Classification. Given a drug SMILES string, predict its absorption, distribution, metabolism, or excretion properties. Task type varies by dataset: regression for continuous measurements (e.g., permeability, clearance, half-life) or binary classification for categorical outcomes (e.g., BBB penetration, CYP inhibition). Dataset: rlm. (1) The drug is C=C(C)[C@@H]1CC[C@]2(C(=O)NCCc3ccccn3)CC[C@]3(C)[C@H](CC[C@@H]4[C@@]5(C)CC=C(c6ccc(C(=O)O)cc6)C(C)(C)[C@@H]5CC[C@]43C)[C@@H]12. The result is 0 (unstable in rat liver microsomes). (2) The compound is Nc1cc(CN2C(=O)c3ccccc3C2=O)cc(Cl)c1O. The result is 1 (stable in rat liver microsomes).